This data is from Catalyst prediction with 721,799 reactions and 888 catalyst types from USPTO. The task is: Predict which catalyst facilitates the given reaction. (1) Reactant: [Cl:1][C:2]1[CH:7]=[CH:6][C:5]([S:8][CH2:9][CH2:10][C:11]([OH:13])=O)=[C:4]([O:14][CH3:15])[CH:3]=1.[B-](F)(F)(F)[O+](C)C.FC(F)(F)C(OC(=O)C(F)(F)F)=O. Product: [Cl:1][C:2]1[CH:7]=[C:6]2[C:5](=[C:4]([O:14][CH3:15])[CH:3]=1)[S:8][CH2:9][CH2:10][C:11]2=[O:13]. The catalyst class is: 4. (2) Reactant: Br[CH2:2][CH2:3][CH2:4][CH2:5][CH2:6][CH3:7].[CH3:8][C:9]1[CH:14]=[C:13]([C:15]([N:17]2[CH2:26][C:25]3[CH:24]=[N:23][N:22]([CH3:27])[C:21]=3[NH:20][C:19]3[CH:28]=[CH:29][CH:30]=[CH:31][C:18]2=3)=[O:16])[CH:12]=[CH:11][C:10]=1[CH2:32][CH2:33][C:34]([N:36]1[CH2:41][CH2:40][NH:39][CH2:38][CH2:37]1)=[O:35]. Product: [CH2:2]([N:39]1[CH2:38][CH2:37][N:36]([C:34](=[O:35])[CH2:33][CH2:32][C:10]2[CH:11]=[CH:12][C:13]([C:15]([N:17]3[CH2:26][C:25]4[CH:24]=[N:23][N:22]([CH3:27])[C:21]=4[NH:20][C:19]4[CH:28]=[CH:29][CH:30]=[CH:31][C:18]3=4)=[O:16])=[CH:14][C:9]=2[CH3:8])[CH2:41][CH2:40]1)[CH2:3][CH2:4][CH2:5][CH2:6][CH3:7]. The catalyst class is: 338.